Dataset: Catalyst prediction with 721,799 reactions and 888 catalyst types from USPTO. Task: Predict which catalyst facilitates the given reaction. Reactant: [C:1]([O:5][C:6]([N:8]1[CH2:13][CH2:12][CH:11]([C:14]2[C:23]3[C:18](=[CH:19][C:20]([O:24][CH2:25][CH2:26][CH2:27][N:28]4[CH:32]=[N:31][N:30]=[CH:29]4)=[CH:21][CH:22]=3)[N:17]=[CH:16][N:15]=2)[CH2:10][CH2:9]1)=[O:7])([CH3:4])([CH3:3])[CH3:2].[C:33](O)([C:35]([F:38])(F)F)=O.[Al].CN(CCO)C.Cl.[N+](C1C=CC(OC(=O)[NH:59][C:60]2[CH:61]=[N:62][C:63]([N:66]3[CH2:71][CH2:70][O:69][CH2:68][CH2:67]3)=[CH:64][CH:65]=2)=CC=1)([O-])=O. Product: [N:66]1([C:63]2[N:62]=[CH:61][C:60]([NH:59][C:6]([N:8]3[CH2:13][CH2:12][CH:11]([C:14]4[C:23]5[C:18](=[CH:19][C:20]([O:24][CH2:25][CH2:26][CH2:27][N:28]6[CH:32]=[N:31][N:30]=[CH:29]6)=[CH:21][CH:22]=5)[N:17]=[CH:16][N:15]=4)[CH2:10][CH2:9]3)=[O:7])=[CH:65][CH:64]=2)[CH2:71][CH2:70][O:69][CH2:68][CH2:67]1.[C:1]([O:5][C:6]([N:8]1[CH2:13][CH2:12][CH:11]([C:14]2[C:23]3[C:18](=[CH:19][C:35]([F:38])=[CH:33][CH:22]=3)[N:17]=[CH:16][N:15]=2)[CH2:10][CH2:9]1)=[O:7])([CH3:4])([CH3:3])[CH3:2]. The catalyst class is: 22.